From a dataset of Peptide-MHC class I binding affinity with 185,985 pairs from IEDB/IMGT. Regression. Given a peptide amino acid sequence and an MHC pseudo amino acid sequence, predict their binding affinity value. This is MHC class I binding data. The peptide sequence is LADQLIHLHY. The MHC is HLA-A30:02 with pseudo-sequence HLA-A30:02. The binding affinity (normalized) is 0.136.